From a dataset of Reaction yield outcomes from USPTO patents with 853,638 reactions. Predict the reaction yield, written as a fraction of the theoretical maximum amount of product (1.0 means a 100% yield; for example, 0.34 means a 34% yield). The reactants are C[O:2][CH:3](OC)[C:4]1[N:8]([CH3:9])[C:7]([C:10]2[S:18][C:17]3[C:12](=[N:13][CH:14]=[CH:15][C:16]=3[O:19][C:20]3[CH:25]=[CH:24][C:23]([N+:26]([O-:28])=[O:27])=[CH:22][C:21]=3[F:29])[CH:11]=2)=[N:6][CH:5]=1.Cl. The catalyst is CC(C)=O.O. The product is [F:29][C:21]1[CH:22]=[C:23]([N+:26]([O-:28])=[O:27])[CH:24]=[CH:25][C:20]=1[O:19][C:16]1[CH:15]=[CH:14][N:13]=[C:12]2[CH:11]=[C:10]([C:7]3[N:8]([CH3:9])[C:4]([CH:3]=[O:2])=[CH:5][N:6]=3)[S:18][C:17]=12. The yield is 0.810.